From a dataset of NCI-60 drug combinations with 297,098 pairs across 59 cell lines. Regression. Given two drug SMILES strings and cell line genomic features, predict the synergy score measuring deviation from expected non-interaction effect. (1) Drug 1: CN1C(=O)N2C=NC(=C2N=N1)C(=O)N. Drug 2: CCN(CC)CCCC(C)NC1=C2C=C(C=CC2=NC3=C1C=CC(=C3)Cl)OC. Cell line: COLO 205. Synergy scores: CSS=11.4, Synergy_ZIP=-2.80, Synergy_Bliss=-1.09, Synergy_Loewe=-29.2, Synergy_HSA=-6.34. (2) Drug 2: C1C(C(OC1N2C=C(C(=O)NC2=O)F)CO)O. Synergy scores: CSS=9.72, Synergy_ZIP=-7.74, Synergy_Bliss=-2.68, Synergy_Loewe=-9.83, Synergy_HSA=-5.88. Drug 1: CC(C1=C(C=CC(=C1Cl)F)Cl)OC2=C(N=CC(=C2)C3=CN(N=C3)C4CCNCC4)N. Cell line: BT-549. (3) Drug 1: C(CC(=O)O)C(=O)CN.Cl. Drug 2: CC1C(C(CC(O1)OC2CC(CC3=C2C(=C4C(=C3O)C(=O)C5=C(C4=O)C(=CC=C5)OC)O)(C(=O)CO)O)N)O.Cl. Cell line: BT-549. Synergy scores: CSS=42.3, Synergy_ZIP=-3.93, Synergy_Bliss=-5.63, Synergy_Loewe=-29.6, Synergy_HSA=-3.96. (4) Synergy scores: CSS=56.8, Synergy_ZIP=1.89, Synergy_Bliss=-0.695, Synergy_Loewe=-10.9, Synergy_HSA=-1.00. Drug 1: CCC1(CC2CC(C3=C(CCN(C2)C1)C4=CC=CC=C4N3)(C5=C(C=C6C(=C5)C78CCN9C7C(C=CC9)(C(C(C8N6C=O)(C(=O)OC)O)OC(=O)C)CC)OC)C(=O)OC)O.OS(=O)(=O)O. Drug 2: C#CCC(CC1=CN=C2C(=N1)C(=NC(=N2)N)N)C3=CC=C(C=C3)C(=O)NC(CCC(=O)O)C(=O)O. Cell line: A549.